From a dataset of Reaction yield outcomes from USPTO patents with 853,638 reactions. Predict the reaction yield, written as a fraction of the theoretical maximum amount of product (1.0 means a 100% yield; for example, 0.34 means a 34% yield). The reactants are [N:1]1[C:14]2[C:5](=[C:6]3[C:11](=[CH:12][CH:13]=2)[CH2:10][CH2:9][C@H:8]([CH2:15]OS(C2C=CC(C)=CC=2)(=O)=O)[O:7]3)[CH:4]=[CH:3][CH:2]=1.[F:27][C:28]1[CH:29]=[C:30]2[C:34](=[CH:35][CH:36]=1)[NH:33][CH:32]=[C:31]2[C:37]1[CH2:38][CH2:39][NH:40][CH2:41][CH:42]=1.C(Cl)(Cl)Cl. The catalyst is CS(C)=O. The product is [F:27][C:28]1[CH:29]=[C:30]2[C:34](=[CH:35][CH:36]=1)[NH:33][CH:32]=[C:31]2[C:37]1[CH2:38][CH2:39][N:40]([CH2:15][C@H:8]2[CH2:9][CH2:10][C:11]3[C:6](=[C:5]4[C:14](=[CH:13][CH:12]=3)[N:1]=[CH:2][CH:3]=[CH:4]4)[O:7]2)[CH2:41][CH:42]=1. The yield is 0.550.